This data is from Full USPTO retrosynthesis dataset with 1.9M reactions from patents (1976-2016). The task is: Predict the reactants needed to synthesize the given product. (1) Given the product [CH3:1][C:2]1[N:6]=[C:5]([CH3:7])[N:4]([C:8]2[N:13]=[C:12]([C:14]([F:17])([F:16])[F:15])[N:11]=[C:10]([C@@H:18]3[CH2:20][C@H:19]3[C:21]3[N:24]([CH3:23])[C:25]4[CH:30]=[CH:29][CH:28]=[CH:27][C:26]=4[N:31]=3)[CH:9]=2)[N:3]=1, predict the reactants needed to synthesize it. The reactants are: [CH3:1][C:2]1[N:6]=[C:5]([CH3:7])[N:4]([C:8]2[N:13]=[C:12]([C:14]([F:17])([F:16])[F:15])[N:11]=[C:10]([C@@H:18]3[CH2:20][C@H:19]3[CH:21]=O)[CH:9]=2)[N:3]=1.[CH3:23][NH:24][C:25]1[C:26]([NH2:31])=[CH:27][CH:28]=[CH:29][CH:30]=1.CC(O)=O. (2) The reactants are: [Cl:1][C:2]1[C:3]([N:10]([CH:19]2[CH2:24][CH2:23][CH2:22][CH2:21][CH2:20]2)[NH:11]C(OC(C)(C)C)=O)=[N:4][C:5]([C:8]#[N:9])=[N:6][CH:7]=1.C1(C)C=CC(S(O)(=O)=O)=CC=1. Given the product [Cl:1][C:2]1[C:3]([N:10]([CH:19]2[CH2:20][CH2:21][CH2:22][CH2:23][CH2:24]2)[NH2:11])=[N:4][C:5]([C:8]#[N:9])=[N:6][CH:7]=1, predict the reactants needed to synthesize it. (3) Given the product [C:5]([Cl:19])(=[O:18])[C:6]1[C:7](=[CH:11][C:12](=[CH:16][CH:17]=1)[C:13]([Cl:15])=[O:14])[C:8]([Cl:10])=[O:9].[C:20]([Cl:25])(=[O:24])[CH:21]=[CH2:22], predict the reactants needed to synthesize it. The reactants are: C(Cl)(Cl)=O.[C:5]([Cl:19])(=[O:18])[C:6]1[C:7](=[CH:11][C:12](=[CH:16][CH:17]=1)[C:13]([Cl:15])=[O:14])[C:8]([Cl:10])=[O:9].[C:20]([Cl:25])(=[O:24])[C:21](C)=[CH2:22].OC1C=CC(C(C2C=CC(O)=CC=2)(C)C)=CC=1.[OH-].[Na+].[H][H]. (4) Given the product [CH3:1][O:2][C:3](=[O:26])[CH2:4][C@H:5]1[C:9]2[CH:10]=[CH:11][C:12]([O:14][C@H:15]3[C:23]4[C:18](=[C:19]([CH2:34][C:33]5[CH:36]=[CH:37][C:30]([C:28]#[N:29])=[CH:31][CH:32]=5)[CH:20]=[CH:21][C:22]=4[F:24])[CH2:17][CH2:16]3)=[CH:13][C:8]=2[O:7][CH2:6]1, predict the reactants needed to synthesize it. The reactants are: [CH3:1][O:2][C:3](=[O:26])[CH2:4][C@H:5]1[C:9]2[CH:10]=[CH:11][C:12]([O:14][C@H:15]3[C:23]4[C:18](=[C:19](Br)[CH:20]=[CH:21][C:22]=4[F:24])[CH2:17][CH2:16]3)=[CH:13][C:8]=2[O:7][CH2:6]1.[Br-].[C:28]([C:30]1[CH:37]=[CH:36][C:33]([CH2:34][Zn+])=[CH:32][CH:31]=1)#[N:29]. (5) Given the product [C:25]1([C:22]2[N:21]=[CH:20][C:19]([C:9]3[NH:8][C:12]([C:13]4[CH:14]=[CH:15][CH:16]=[CH:17][CH:18]=4)=[CH:11][N:10]=3)=[CH:24][N:23]=2)[CH:30]=[CH:29][CH:28]=[CH:27][CH:26]=1, predict the reactants needed to synthesize it. The reactants are: C([N:8]1[C:12]([C:13]2[CH:18]=[CH:17][CH:16]=[CH:15][CH:14]=2)=[CH:11][N:10]=[C:9]1[C:19]1[CH:20]=[N:21][C:22]([C:25]2[CH:30]=[CH:29][CH:28]=[CH:27][CH:26]=2)=[N:23][CH:24]=1)C1C=CC=CC=1.C(N1C(C2C=NC(C3C=CC=CC=3)=NC=2)=CN=C1C1C=CC=CC=1)C1C=CC=CC=1. (6) Given the product [CH3:33][C:32]1[N:28]([C:25]2[N:24]=[C:23]([CH3:35])[C:22]([C:20]3[S:21][C:14]4[C:15](=[N:16][CH:17]=[CH:18][C:13]=4[NH:11][C:7]4[CH:8]=[C:9]5[C:4](=[CH:5][CH:6]=4)[NH:3][C:2]([CH3:1])=[CH:10]5)[CH:19]=3)=[CH:27][CH:26]=2)[C:29]([CH3:34])=[CH:30][CH:31]=1, predict the reactants needed to synthesize it. The reactants are: [CH3:1][C:2]1[NH:3][C:4]2[C:9]([CH:10]=1)=[CH:8][C:7]([NH2:11])=[CH:6][CH:5]=2.Cl[C:13]1[CH:18]=[CH:17][N:16]=[C:15]2[CH:19]=[C:20]([C:22]3[C:23]([CH3:35])=[N:24][C:25]([N:28]4[C:32]([CH3:33])=[CH:31][CH:30]=[C:29]4[CH3:34])=[CH:26][CH:27]=3)[S:21][C:14]=12. (7) Given the product [CH3:1][O:2][C:3]1[CH:4]=[CH:5][C:6]([S:9][C:10]2[C:11]([C:23]([NH:25][C:26]3[S:27][C:28]([S:31][CH2:32][C:33]([OH:35])=[O:34])=[CH:29][N:30]=3)=[O:24])=[N:12][C:13]([S:16][C:17]3[N:21]([CH3:22])[CH:20]=[N:19][N:18]=3)=[CH:14][CH:15]=2)=[CH:7][CH:8]=1, predict the reactants needed to synthesize it. The reactants are: [CH3:1][O:2][C:3]1[CH:8]=[CH:7][C:6]([S:9][C:10]2[C:11]([C:23]([NH:25][C:26]3[S:27][C:28]([S:31][CH2:32][C:33]([O:35]CC)=[O:34])=[CH:29][N:30]=3)=[O:24])=[N:12][C:13]([S:16][C:17]3[N:21]([CH3:22])[CH:20]=[N:19][N:18]=3)=[CH:14][CH:15]=2)=[CH:5][CH:4]=1.[OH-].[Li+].Cl. (8) Given the product [Cl:1][C:2]1[CH:7]=[CH:6][C:5]([C@H:8]([CH3:20])[C:9]([N:11]2[C@@H:15]([CH:16]([CH3:17])[CH3:18])[CH2:14][O:13][C:12]2=[O:19])=[O:10])=[CH:4][CH:3]=1, predict the reactants needed to synthesize it. The reactants are: [Cl:1][C:2]1[CH:7]=[CH:6][C:5]([CH2:8][C:9]([N:11]2[C@@H:15]([CH:16]([CH3:18])[CH3:17])[CH2:14][O:13][C:12]2=[O:19])=[O:10])=[CH:4][CH:3]=1.[CH3:20][Si]([N-][Si](C)(C)C)(C)C.[Na+].CC(O)=O. (9) The reactants are: [CH2:1]([C@@H:8](/[CH:24]=[CH:25]/[CH2:26][C:27]([N:29]1[C@@H:33]([CH2:34][C:35]2[CH:40]=[CH:39][CH:38]=[CH:37][CH:36]=2)[CH2:32][O:31][C:30]1=[O:41])=[O:28])[C:9]([N:11]1[C@@H:15]([CH2:16][C:17]2[CH:22]=[CH:21][CH:20]=[CH:19][CH:18]=2)[CH2:14][O:13][C:12]1=[O:23])=[O:10])[C:2]1[CH:7]=[CH:6][CH:5]=[CH:4][CH:3]=1.C[Si]([N-][Si](C)(C)C)(C)C.[Na+].[CH2:52](I)[CH3:53].[NH4+].[Cl-]. Given the product [CH2:1]([C@@H:8](/[CH:24]=[CH:25]/[C@H:26]([CH2:52][CH3:53])[C:27]([N:29]1[C@@H:33]([CH2:34][C:35]2[CH:36]=[CH:37][CH:38]=[CH:39][CH:40]=2)[CH2:32][O:31][C:30]1=[O:41])=[O:28])[C:9]([N:11]1[C@@H:15]([CH2:16][C:17]2[CH:22]=[CH:21][CH:20]=[CH:19][CH:18]=2)[CH2:14][O:13][C:12]1=[O:23])=[O:10])[C:2]1[CH:3]=[CH:4][CH:5]=[CH:6][CH:7]=1, predict the reactants needed to synthesize it. (10) The reactants are: [F:1][C:2]([F:20])([F:19])[C:3]1[CH:4]=[C:5]([N:9]2[CH2:14][CH2:13][CH:12]([C:15]([O:17]C)=[O:16])[CH2:11][CH2:10]2)[CH:6]=[CH:7][CH:8]=1.[Na].[OH-].Cl. Given the product [F:19][C:2]([F:1])([F:20])[C:3]1[CH:4]=[C:5]([N:9]2[CH2:14][CH2:13][CH:12]([C:15]([OH:17])=[O:16])[CH2:11][CH2:10]2)[CH:6]=[CH:7][CH:8]=1, predict the reactants needed to synthesize it.